From a dataset of Forward reaction prediction with 1.9M reactions from USPTO patents (1976-2016). Predict the product of the given reaction. (1) The product is: [ClH:17].[CH2:1]([N:8]1[CH2:13][CH2:12][C@H:11]([CH3:14])[C@H:10]([NH:15][CH3:16])[CH2:9]1)[C:2]1[CH:3]=[CH:4][CH:5]=[CH:6][CH:7]=1. Given the reactants [CH2:1]([N:8]1[CH2:13][CH2:12][C@H:11]([CH3:14])[C@H:10]([NH:15][CH3:16])[CH2:9]1)[C:2]1[CH:7]=[CH:6][CH:5]=[CH:4][CH:3]=1.[ClH:17], predict the reaction product. (2) The product is: [C:21]([O:20][C:18](=[O:19])[NH:25][CH2:26][CH2:27][CH2:28][C:29](=[O:31])[NH:8][CH2:9][CH2:10][CH2:11][C:12](=[O:16])[NH:13][CH2:14][CH3:15])([CH3:22])([CH3:23])[CH3:24]. Given the reactants Cl.C(OC(=O)[NH:8][CH2:9][CH2:10][CH2:11][C:12](=[O:16])[NH:13][CH2:14][CH3:15])(C)(C)C.[C:18]([NH:25][CH2:26][CH2:27][CH2:28][C:29]([OH:31])=O)([O:20][C:21]([CH3:24])([CH3:23])[CH3:22])=[O:19], predict the reaction product. (3) Given the reactants [O:1]=[C:2]([CH2:8][C:9]([O:11][CH3:12])=[O:10])[CH2:3][C:4]([O:6][CH3:7])=[O:5].[CH2:13](O)[CH2:14][OH:15], predict the reaction product. The product is: [O:1]1[CH2:13][CH2:14][O:15][C:2]1([CH2:3][C:4]([O:6][CH3:7])=[O:5])[CH2:8][C:9]([O:11][CH3:12])=[O:10].[CH3:8][C:2]([CH2:3][C:4]([OH:6])=[O:5])=[O:1]. (4) Given the reactants [CH2:1]([NH:8][C:9]1[CH:14]=[CH:13][C:12]([CH2:15][CH2:16][CH2:17][CH2:18][CH2:19][CH2:20][CH2:21][CH3:22])=[CH:11][CH:10]=1)[C:2]1[CH:7]=[CH:6][CH:5]=[CH:4][CH:3]=1.[CH3:23][C:24]1[CH:29]=[CH:28][CH:27]=[C:26]([CH3:30])[C:25]=1[N:31]=[C:32]=[O:33], predict the reaction product. The product is: [CH2:1]([N:8]([C:9]1[CH:10]=[CH:11][C:12]([CH2:15][CH2:16][CH2:17][CH2:18][CH2:19][CH2:20][CH2:21][CH3:22])=[CH:13][CH:14]=1)[C:32]([NH:31][C:25]1[C:24]([CH3:23])=[CH:29][CH:28]=[CH:27][C:26]=1[CH3:30])=[O:33])[C:2]1[CH:3]=[CH:4][CH:5]=[CH:6][CH:7]=1.